From a dataset of Reaction yield outcomes from USPTO patents with 853,638 reactions. Predict the reaction yield, written as a fraction of the theoretical maximum amount of product (1.0 means a 100% yield; for example, 0.34 means a 34% yield). (1) The reactants are F[C:2]1[CH:10]=[N:9][CH:8]=[CH:7][C:3]=1[C:4]([OH:6])=[O:5].[F:11][C:12]1[CH:19]=[CH:18][CH:17]=[CH:16][C:13]=1[CH2:14][NH2:15]. The catalyst is C(#N)C. The product is [F:11][C:12]1[CH:19]=[CH:18][CH:17]=[CH:16][C:13]=1[CH2:14][NH:15][C:2]1[CH:10]=[N:9][CH:8]=[CH:7][C:3]=1[C:4]([OH:6])=[O:5]. The yield is 0.100. (2) The reactants are Br[C:2]1[CH:7]=[CH:6][C:5]([C:8]2[CH:12]=[CH:11][N:10]([CH2:13][CH2:14][C:15]([OH:17])=[O:16])[C:9]=2[C:18]2[CH:23]=[CH:22][C:21]([C:24]#[N:25])=[CH:20][C:19]=2[CH3:26])=[CH:4][CH:3]=1.[NH:27]1[CH:31]=[CH:30][N:29]=[CH:28]1.N1CCC[C@H]1C(O)=O.C([O-])([O-])=O.[K+].[K+]. The catalyst is CS(C)=O.[Cu]I. The product is [N:27]1([C:2]2[CH:7]=[CH:6][C:5]([C:8]3[CH:12]=[CH:11][N:10]([CH2:13][CH2:14][C:15]([OH:17])=[O:16])[C:9]=3[C:18]3[CH:23]=[CH:22][C:21]([C:24]#[N:25])=[CH:20][C:19]=3[CH3:26])=[CH:4][CH:3]=2)[CH:31]=[CH:30][N:29]=[CH:28]1. The yield is 0.489. (3) The reactants are O1CCCC1.[O:6]([CH2:13][C:14]1[CH:19]=[CH:18][C:17]([CH2:20][C:21](Cl)=[N:22][OH:23])=[CH:16][CH:15]=1)[C:7]1[CH:12]=[CH:11][CH:10]=[CH:9][CH:8]=1.[C:25]([C:27]1[C:28]([NH2:33])=[N:29][CH:30]=[CH:31][CH:32]=1)#[CH:26].C(N(CC)CC)C. The catalyst is O. The product is [O:6]([CH2:13][C:14]1[CH:19]=[CH:18][C:17]([CH2:20][C:21]2[CH:26]=[C:25]([C:27]3[C:28]([NH2:33])=[N:29][CH:30]=[CH:31][CH:32]=3)[O:23][N:22]=2)=[CH:16][CH:15]=1)[C:7]1[CH:12]=[CH:11][CH:10]=[CH:9][CH:8]=1. The yield is 0.200. (4) No catalyst specified. The product is [C:1]([C:4]1[CH:5]=[C:6]([CH:10]=[C:11]([Br:14])[C:12]=1[OH:13])[C:7]([O:9][CH3:19])=[O:8])(=[O:3])[CH3:2]. The reactants are [C:1]([C:4]1[CH:5]=[C:6]([CH:10]=[C:11]([Br:14])[C:12]=1[OH:13])[C:7]([OH:9])=[O:8])(=[O:3])[CH3:2].S(Cl)(Cl)=O.[CH3:19]O. The yield is 0.427.